Dataset: Full USPTO retrosynthesis dataset with 1.9M reactions from patents (1976-2016). Task: Predict the reactants needed to synthesize the given product. (1) Given the product [C:32]([O:31][C:29](=[O:30])[NH:21][C@@H:19]([C:16]1[CH:15]=[CH:14][C:13]([F:12])=[CH:18][N:17]=1)[CH3:20])([CH3:35])([CH3:34])[CH3:33], predict the reactants needed to synthesize it. The reactants are: C1(C)C(S(O)(=O)=O)=CC=CC=1.[F:12][C:13]1[CH:14]=[CH:15][C:16]([C@H:19]([NH2:21])[CH3:20])=[N:17][CH:18]=1.C(N(CC)CC)C.[C:29](O[C:29]([O:31][C:32]([CH3:35])([CH3:34])[CH3:33])=[O:30])([O:31][C:32]([CH3:35])([CH3:34])[CH3:33])=[O:30].C(=O)(O)[O-].[Na+]. (2) Given the product [Cl:19][C:20]1[C:28]2[N:27]=[C:26]3[N:29]([C:33]4[C:34]([CH2:42][CH3:43])=[N:35][C:36]([CH3:41])=[N:37][C:38]=4[CH2:39][CH3:40])[CH2:30][CH2:31][CH2:32][N:25]3[C:24]=2[C:23]([CH:44]([OH:45])[C:48]([F:51])([F:50])[F:49])=[CH:22][CH:21]=1, predict the reactants needed to synthesize it. The reactants are: [F-].C([N+](CCCC)(CCCC)CCCC)CCC.[Cl:19][C:20]1[CH:21]=[CH:22][C:23]([CH:44]=[O:45])=[C:24]2[C:28]=1[N:27]=[C:26]1[N:29]([C:33]3[C:34]([CH2:42][CH3:43])=[N:35][C:36]([CH3:41])=[N:37][C:38]=3[CH2:39][CH3:40])[CH2:30][CH2:31][CH2:32][N:25]21.C[Si](C)(C)[C:48]([F:51])([F:50])[F:49].Cl.C(=O)([O-])O.[Na+]. (3) Given the product [F:1][CH:2]1[C:6]2([CH2:11][CH2:10][NH:9][CH2:8][CH2:7]2)[C:5](=[O:19])[N:4]([C:20]2[CH2:21][O:22][C:23](=[O:26])[C:24]=2[CH3:25])[CH2:3]1, predict the reactants needed to synthesize it. The reactants are: [F:1][CH:2]1[C:6]2([CH2:11][CH2:10][N:9](C(OC(C)(C)C)=O)[CH2:8][CH2:7]2)[C:5](=[O:19])[N:4]([C:20]2[CH2:21][O:22][C:23](=[O:26])[C:24]=2[CH3:25])[CH2:3]1.FC(F)(F)C(O)=O. (4) Given the product [CH3:14][C:9]1[CH:10]=[CH:11][C:12]([CH3:13])=[CH:7][C:8]=1[P:23](=[O:26])([O:25][CH2:27][CH3:28])[O:24][CH2:30][CH3:31], predict the reactants needed to synthesize it. The reactants are: FC(F)(F)S(O[C:7]1[C:12]([CH3:13])=[CH:11][CH:10]=[C:9]([CH3:14])[C:8]=1[Si](C)(C)C)(=O)=O.[F-].[Cs+].[P:23]([O-:26])([O-:25])[O-:24].[C:27](#N)[CH3:28].[CH3:30][CH2:31]OC(C)=O. (5) Given the product [CH:14]([N:11]1[CH2:12][CH2:13][NH:8][C@H:9]([CH3:17])[CH2:10]1)([CH3:16])[CH3:15], predict the reactants needed to synthesize it. The reactants are: C([N:8]1[CH2:13][CH2:12][N:11]([CH:14]([CH3:16])[CH3:15])[CH2:10][C@H:9]1[CH3:17])(OC(C)(C)C)=O.Cl. (6) Given the product [NH2:8][C:6]1[CH:7]=[C:2]([Br:1])[CH:3]=[C:4]([Cl:12])[C:5]=1[OH:11], predict the reactants needed to synthesize it. The reactants are: [Br:1][C:2]1[CH:7]=[C:6]([N+:8]([O-])=O)[C:5]([OH:11])=[C:4]([Cl:12])[CH:3]=1.[Cl-].[Cl-].[Ca+2]. (7) Given the product [NH2:30][C@@H:26]1[CH2:27][CH2:28][CH2:29][N:24]([C:21]2[N:22]=[CH:23][C:18]([NH:17][C:5]3[C:4]4[C:9](=[CH:10][CH:11]=[C:2]([C:43]5[CH:42]=[C:41]([F:54])[C:40]([OH:55])=[C:39]([Cl:38])[CH:44]=5)[CH:3]=4)[N:8]=[CH:7][C:6]=3[C:12]([CH:14]3[CH2:16][CH2:15]3)=[O:13])=[CH:19][CH:20]=2)[CH2:25]1, predict the reactants needed to synthesize it. The reactants are: Br[C:2]1[CH:3]=[C:4]2[C:9](=[CH:10][CH:11]=1)[N:8]=[CH:7][C:6]([C:12]([CH:14]1[CH2:16][CH2:15]1)=[O:13])=[C:5]2[NH:17][C:18]1[CH:19]=[CH:20][C:21]([N:24]2[CH2:29][CH2:28][CH2:27][C@@H:26]([NH:30]C(=O)OC(C)(C)C)[CH2:25]2)=[N:22][CH:23]=1.[Cl:38][C:39]1[CH:44]=[C:43](B2OC(C)(C)C(C)(C)O2)[CH:42]=[C:41]([F:54])[C:40]=1[OH:55]. (8) Given the product [CH2:12]([CH:19]1[CH2:23][CH2:22][N:21]([C:9]([C@@H:4]2[CH2:5][CH2:6][CH2:7][CH2:8][N:3]2[CH2:1][CH3:2])=[O:11])[CH2:20]1)[C:13]1[CH:18]=[CH:17][CH:16]=[CH:15][CH:14]=1, predict the reactants needed to synthesize it. The reactants are: [CH2:1]([N:3]1[CH2:8][CH2:7][CH2:6][CH2:5][C@H:4]1[C:9]([OH:11])=O)[CH3:2].[CH2:12]([CH:19]1[CH2:23][CH2:22][NH:21][CH2:20]1)[C:13]1[CH:18]=[CH:17][CH:16]=[CH:15][CH:14]=1. (9) Given the product [CH3:1][C:2]1[N:3]=[C:4]([C:12]2[CH:17]=[CH:16][C:15]([CH3:18])=[CH:14][CH:13]=2)[S:5][C:6]=1[C:7]([OH:9])=[O:8], predict the reactants needed to synthesize it. The reactants are: [CH3:1][C:2]1[N:3]=[C:4]([C:12]2[CH:17]=[CH:16][C:15]([CH3:18])=[CH:14][CH:13]=2)[S:5][C:6]=1[C:7]([O:9]CC)=[O:8].[OH-].[Na+].